From a dataset of Forward reaction prediction with 1.9M reactions from USPTO patents (1976-2016). Predict the product of the given reaction. (1) Given the reactants I[C:2]1[CH:11]=[CH:10][C:5]([C:6]([O:8][CH3:9])=[O:7])=[CH:4][C:3]=1[CH3:12].C([Mg]Cl)(C)C.CN(C)[CH:20]=[O:21], predict the reaction product. The product is: [CH:20]([C:2]1[CH:11]=[CH:10][C:5]([C:6]([O:8][CH3:9])=[O:7])=[CH:4][C:3]=1[CH3:12])=[O:21]. (2) Given the reactants [CH3:1][N:2]1[CH:6]=[C:5]([C:7]2[S:8][CH:9]=[C:10](/[CH:12]=[CH:13]/[C:14]([OH:16])=O)[N:11]=2)[CH:4]=[N:3]1.ClC(OCC(C)C)=O.[N-:25]=[N+:26]=[N-:27].[Na+], predict the reaction product. The product is: [CH3:1][N:2]1[CH:6]=[C:5]([C:7]2[S:8][CH:9]=[C:10](/[CH:12]=[CH:13]/[C:14]([N:25]=[N+:26]=[N-:27])=[O:16])[N:11]=2)[CH:4]=[N:3]1. (3) Given the reactants [CH2:1]([C:6]1[CH:13]=[CH:12][C:9]([CH2:10][NH2:11])=[CH:8][CH:7]=1)[CH2:2][CH2:3][CH2:4][CH3:5].Cl[CH2:15][C:16]1[CH:24]=[CH:23][C:19]([C:20](Cl)=[O:21])=[CH:18][CH:17]=1.[CH:25]1([CH2:30][CH2:31][C:32](Cl)=[O:33])[CH2:29][CH2:28][CH2:27][CH2:26]1.C(O)(=O)C.[NH2:39][CH2:40][C:41]1[CH:53]=[CH:52][C:44]2[O:45]C(C)(C)[O:47][C:48](=[O:49])[C:43]=2[CH:42]=1, predict the reaction product. The product is: [CH:25]1([CH2:30][CH2:31][C:32]([N:39]([CH2:40][C:41]2[CH:53]=[CH:52][C:44]([OH:45])=[C:43]([CH:42]=2)[C:48]([OH:49])=[O:47])[CH2:15][C:16]2[CH:24]=[CH:23][C:19]([C:20]([NH:11][CH2:10][C:9]3[CH:12]=[CH:13][C:6]([CH2:1][CH2:2][CH2:3][CH2:4][CH3:5])=[CH:7][CH:8]=3)=[O:21])=[CH:18][CH:17]=2)=[O:33])[CH2:29][CH2:28][CH2:27][CH2:26]1. (4) Given the reactants [CH3:1][S:2]([C:5]1[CH:6]=[C:7]2[C:11](=[CH:12][CH:13]=1)[NH:10][CH2:9][CH2:8]2)(=[O:4])=[O:3].Cl[C:15]1[N:20]=[CH:19][C:18]([O:21][CH2:22][CH:23]2[CH2:28][CH2:27][N:26]([C:29]([O:31][C:32]([CH3:35])([CH3:34])[CH3:33])=[O:30])[CH2:25][CH2:24]2)=[CH:17][CH:16]=1, predict the reaction product. The product is: [C:32]([O:31][C:29]([N:26]1[CH2:27][CH2:28][CH:23]([CH2:22][O:21][C:18]2[CH:19]=[N:20][C:15]([N:10]3[C:11]4[C:7](=[CH:6][C:5]([S:2]([CH3:1])(=[O:4])=[O:3])=[CH:13][CH:12]=4)[CH2:8][CH2:9]3)=[CH:16][CH:17]=2)[CH2:24][CH2:25]1)=[O:30])([CH3:35])([CH3:33])[CH3:34]. (5) Given the reactants [C:1]([O:12][C:13]([CH3:22])([CH3:21])[CH2:14][C:15]1[CH:20]=[CH:19][CH:18]=[CH:17][CH:16]=1)(=[O:11])[C:2]1[C:3](=[CH:7][CH:8]=[CH:9][CH:10]=1)[C:4](O)=[O:5].N1C=CC=CC=1.N1C(F)=NC(F)=NC=1[F:31], predict the reaction product. The product is: [F:31][C:4]([C:3]1[CH:7]=[CH:8][CH:9]=[CH:10][C:2]=1[C:1]([O:12][C:13]([CH3:22])([CH3:21])[CH2:14][C:15]1[CH:20]=[CH:19][CH:18]=[CH:17][CH:16]=1)=[O:11])=[O:5].